From a dataset of Forward reaction prediction with 1.9M reactions from USPTO patents (1976-2016). Predict the product of the given reaction. Given the reactants N[C:2]1[C:7]([N+:8]([O-:10])=[O:9])=[CH:6][C:5]([Br:11])=[CH:4][N:3]=1.N([O-])=O.[Na+].C(=O)([O-])[O-].[Na+].[Na+].S([O-])([O-])(=O)=S.[Na+].[Na+].[BrH:29], predict the reaction product. The product is: [Br:29][C:2]1[C:7]([N+:8]([O-:10])=[O:9])=[CH:6][C:5]([Br:11])=[CH:4][N:3]=1.